The task is: Binary Classification. Given a drug SMILES string, predict its activity (active/inactive) in a high-throughput screening assay against a specified biological target.. This data is from HIV replication inhibition screening data with 41,000+ compounds from the AIDS Antiviral Screen. (1) The drug is Cn1c(=O)c2nccnc2n(C)c1=O. The result is 1 (active). (2) The molecule is O=C(O)c1ccc(OCc2nc3cc(C(F)(F)F)ccc3nc2-c2ccccc2)cc1. The result is 0 (inactive).